This data is from Reaction yield outcomes from USPTO patents with 853,638 reactions. The task is: Predict the reaction yield, written as a fraction of the theoretical maximum amount of product (1.0 means a 100% yield; for example, 0.34 means a 34% yield). (1) The reactants are [NH2:1][C:2]1[N:7]=[CH:6][N:5]=[C:4]2[N:8]([CH2:12][C:13]3[O:14][C:15]4[C:20]([C:21](=[O:29])[C:22]=3[C:23]3[CH:28]=[CH:27][CH:26]=[CH:25][CH:24]=3)=[CH:19][CH:18]=[CH:17][CH:16]=4)[N:9]=[C:10](I)[C:3]=12.[N:30]1[CH:35]=[CH:34][CH:33]=[C:32](B(O)O)[CH:31]=1.C(=O)([O-])[O-].[Na+].[Na+].ClCCl. The catalyst is CN(C=O)C.C(O)C.O. The product is [NH2:1][C:2]1[N:7]=[CH:6][N:5]=[C:4]2[N:8]([CH2:12][C:13]3[O:14][C:15]4[C:20]([C:21](=[O:29])[C:22]=3[C:23]3[CH:28]=[CH:27][CH:26]=[CH:25][CH:24]=3)=[CH:19][CH:18]=[CH:17][CH:16]=4)[N:9]=[C:10]([C:32]3[CH:31]=[N:30][CH:35]=[CH:34][CH:33]=3)[C:3]=12. The yield is 0.130. (2) The reactants are [Li]CCCC.[Si]([CH:10]=[N+:11]=[N-:12])(C)(C)C.[O:13]=[C:14]1[N:18]([C:19]([O:21][C:22]([CH3:25])([CH3:24])[CH3:23])=[O:20])[C@H:17]([C:26]([O:28][CH2:29][CH3:30])=[O:27])[CH2:16][CH2:15]1. The catalyst is C1COCC1. The product is [C:22]([O:21][C:19]([NH:18][C@@H:17]([CH2:16][CH2:15][C:14](=[O:13])[CH:10]=[N+:11]=[N-:12])[C:26]([O:28][CH2:29][CH3:30])=[O:27])=[O:20])([CH3:23])([CH3:25])[CH3:24]. The yield is 0.750. (3) The product is [C:1]([O:4][C:5]1[CH:13]=[CH:12][C:11]([Br:14])=[CH:10][C:6]=1[C:7]([NH:15][C:16]1[S:17][CH:18]=[C:19]([C:21]([CH3:24])([CH3:23])[CH3:22])[N:20]=1)=[O:9])(=[O:3])[CH3:2]. The reactants are [C:1]([O:4][C:5]1[CH:13]=[CH:12][C:11]([Br:14])=[CH:10][C:6]=1[C:7]([OH:9])=O)(=[O:3])[CH3:2].[NH2:15][C:16]1[S:17][CH:18]=[C:19]([C:21]([CH3:24])([CH3:23])[CH3:22])[N:20]=1. The yield is 0.594. No catalyst specified. (4) The reactants are CON(C)[C:4](=[O:20])[CH:5]([O:18][CH3:19])[C:6]1[CH:11]=[CH:10][C:9]([C:12]2[O:13][C:14]([CH3:17])=[N:15][N:16]=2)=[CH:8][CH:7]=1.[CH3:22][O:23][C:24]1[CH:25]=[C:26]([C:33]2[O:34][CH:35]=[CH:36][CH:37]=2)[CH:27]=[C:28]([O:31][CH3:32])[C:29]=1[CH3:30]. No catalyst specified. The product is [CH3:22][O:23][C:24]1[CH:25]=[C:26]([C:33]2[O:34][C:35]([C:4](=[O:20])[CH:5]([O:18][CH3:19])[C:6]3[CH:7]=[CH:8][C:9]([C:12]4[O:13][C:14]([CH3:17])=[N:15][N:16]=4)=[CH:10][CH:11]=3)=[CH:36][CH:37]=2)[CH:27]=[C:28]([O:31][CH3:32])[C:29]=1[CH3:30]. The yield is 0.290.